Task: Predict the reaction yield, written as a fraction of the theoretical maximum amount of product (1.0 means a 100% yield; for example, 0.34 means a 34% yield).. Dataset: Reaction yield outcomes from USPTO patents with 853,638 reactions (1) The reactants are [CH3:1][CH:2]([OH:4])[CH3:3].[H-].[Na+].Cl[C:8]1[N:16]=[C:15]([Cl:17])[CH:14]=[CH:13][C:9]=1[C:10]([NH2:12])=[O:11]. The catalyst is CN(C=O)C. The product is [Cl:17][C:15]1[CH:14]=[CH:13][C:9]([C:10]([NH2:12])=[O:11])=[C:8]([O:4][CH:2]([CH3:3])[CH3:1])[N:16]=1. The yield is 0.640. (2) The reactants are [F:1][C:2]1[CH:7]=[CH:6][C:5]([N:8]2[C:13](=[O:14])[C:12]([CH3:15])=[C:11]([C:16]3[CH:21]=[CH:20][C:19]([S:22]([CH3:25])(=[O:24])=[O:23])=[CH:18][CH:17]=3)[CH:10]=[N:9]2)=[CH:4][CH:3]=1.C(Cl)(Cl)(Cl)Cl.[Br:31]N1C(=O)CCC1=O. The catalyst is C(OCC)(=O)C.C(OOC(=O)C1C=CC=CC=1)(=O)C1C=CC=CC=1. The product is [F:1][C:2]1[CH:7]=[CH:6][C:5]([N:8]2[C:13](=[O:14])[C:12]([CH2:15][Br:31])=[C:11]([C:16]3[CH:21]=[CH:20][C:19]([S:22]([CH3:25])(=[O:23])=[O:24])=[CH:18][CH:17]=3)[CH:10]=[N:9]2)=[CH:4][CH:3]=1. The yield is 0.740. (3) The reactants are [F:1][C:2]1[CH:7]=[CH:6][C:5]([C:8]2[C:12](/[CH:13]=[CH:14]\[C:15]3[CH:16]=[C:17]([C:21]([OH:23])=O)[N:18]([CH3:20])[N:19]=3)=[C:11]([CH3:24])[O:10][N:9]=2)=[CH:4][CH:3]=1.[OH:25][CH2:26][CH:27]([NH2:29])[CH3:28]. No catalyst specified. The product is [OH:25][CH2:26][CH:27]([NH:29][C:21]([C:17]1[N:18]([CH3:20])[N:19]=[C:15](/[CH:14]=[CH:13]\[C:12]2[C:8]([C:5]3[CH:4]=[CH:3][C:2]([F:1])=[CH:7][CH:6]=3)=[N:9][O:10][C:11]=2[CH3:24])[CH:16]=1)=[O:23])[CH3:28]. The yield is 0.0300. (4) The reactants are Br[C:2]1[CH:3]=[C:4]([C:21]2[C:22]([CH3:27])=[N:23][O:24][C:25]=2[CH3:26])[C:5]2[O:10][CH2:9][C@H:8]([C:11]3[CH:16]=[CH:15][CH:14]=[CH:13][N:12]=3)[N:7]3[C:17](=[O:20])[NH:18][C:19]=1[C:6]=23.[CH3:28][C:29]1(C)C(C)(C)OB(C=C)O1.ClCCl.C(=O)([O-])[O-].[K+].[K+]. The catalyst is O1CCOCC1.O.C1C=CC(P(C2C=CC=CC=2)[C-]2C=CC=C2)=CC=1.C1C=CC(P(C2C=CC=CC=2)[C-]2C=CC=C2)=CC=1.Cl[Pd]Cl.[Fe+2]. The product is [CH3:27][C:22]1[C:21]([C:4]2[C:5]3[O:10][CH2:9][C@H:8]([C:11]4[CH:16]=[CH:15][CH:14]=[CH:13][N:12]=4)[N:7]4[C:17](=[O:20])[NH:18][C:19]([C:6]=34)=[C:2]([CH:28]=[CH2:29])[CH:3]=2)=[C:25]([CH3:26])[O:24][N:23]=1. The yield is 0.640. (5) The reactants are [CH3:1][C:2]1[CH:7]=[CH:6][C:5]([Br:8])=[CH:4][N:3]=1.C1C=C(Cl)C=[C:11]([C:16]([O:18]O)=[O:17])C=1. The catalyst is ClCCl. The product is [C:16]([O:18][CH2:1][C:2]1[CH:7]=[CH:6][C:5]([Br:8])=[CH:4][N:3]=1)(=[O:17])[CH3:11]. The yield is 0.792. (6) The reactants are [C:1]([O:4][C:5](=O)[CH3:6])(=[O:3])[CH3:2].N1C=CC=CC=1.O[C:15]1[CH:37]=[CH:36][C:35]([O:38][CH3:39])=[CH:34][C:16]=1[CH2:17][NH:18][C:19]1[CH:24]=[C:23]([F:25])[CH:22]=[CH:21][C:20]=1[O:26][C:27]1[CH:32]=[CH:31][C:30]([Br:33])=[CH:29][CH:28]=1.Cl.C(OCC)(=[O:43])C. No catalyst specified. The product is [C:1]([O:4][C:5]1[CH:6]=[CH:34][C:35]([O:38][CH3:39])=[CH:36][C:37]=1[CH2:15][CH2:16][C:17]([NH:18][C:19]1[CH:24]=[C:23]([F:25])[CH:22]=[CH:21][C:20]=1[O:26][C:27]1[CH:28]=[CH:29][C:30]([Br:33])=[CH:31][CH:32]=1)=[O:43])(=[O:3])[CH3:2]. The yield is 0.840. (7) The reactants are [CH3:1][O:2][C:3]1[C:8]([CH2:9]O)=[CH:7][CH:6]=[C:5]([O:11][CH2:12][C:13]([F:16])([F:15])[F:14])[N:4]=1.[C:17]1(=[O:27])[NH:21][C:20](=[O:22])[C:19]2=[CH:23][CH:24]=[CH:25][CH:26]=[C:18]12.N(C(OC(C)(C)C)=O)=NC(OC(C)(C)C)=O.C1(P(C2C=CC=CC=2)C2C=CC=CC=2)C=CC=CC=1. The catalyst is O1CCCC1. The product is [CH3:1][O:2][C:3]1[C:8]([CH2:9][N:21]2[C:17](=[O:27])[C:18]3[C:19](=[CH:23][CH:24]=[CH:25][CH:26]=3)[C:20]2=[O:22])=[CH:7][CH:6]=[C:5]([O:11][CH2:12][C:13]([F:16])([F:15])[F:14])[N:4]=1. The yield is 0.370. (8) The reactants are C1C2C(COC([C@@H:18]([CH2:39][C:40]3[CH:45]=[CH:44][CH:43]=[CH:42][CH:41]=3)[C:19]([NH:21][C:22]3[N:26]([CH2:27][C:28]([O:30][CH2:31][CH3:32])=[O:29])[N:25]=[C:24]([C:33]4[CH:38]=[CH:37][N:36]=[CH:35][CH:34]=4)[CH:23]=3)=[O:20])=O)C3C(=CC=CC=3)C=2C=CC=1.CCCC[N+:50](CCCC)(CCCC)CCCC.[F-].O. The catalyst is C(Cl)Cl. The product is [NH2:50][C@@H:18]([CH2:39][C:40]1[CH:45]=[CH:44][CH:43]=[CH:42][CH:41]=1)[C:19]([NH:21][C:22]1[N:26]([CH2:27][C:28]([O:30][CH2:31][CH3:32])=[O:29])[N:25]=[C:24]([C:33]2[CH:38]=[CH:37][N:36]=[CH:35][CH:34]=2)[CH:23]=1)=[O:20]. The yield is 0.710. (9) The reactants are Cl[S:2]([C:5]1[CH:14]=[CH:13][C:8]([C:9]([O:11][CH3:12])=[O:10])=[C:7]([O:15][CH2:16][CH3:17])[CH:6]=1)(=[O:4])=[O:3].[CH3:18][NH:19][CH3:20]. The catalyst is C(Cl)Cl. The product is [CH3:18][N:19]([CH3:20])[S:2]([C:5]1[CH:14]=[CH:13][C:8]([C:9]([O:11][CH3:12])=[O:10])=[C:7]([O:15][CH2:16][CH3:17])[CH:6]=1)(=[O:4])=[O:3]. The yield is 0.410. (10) The reactants are ClC(Cl)(Cl)C[O:4][C:5](=[O:35])[C:6]1[CH:11]=[CH:10][CH:9]=[CH:8][C:7]=1[CH2:12][S:13][C:14]1[CH:19]=[CH:18][C:17]([CH2:20][C:21]([O:23][CH2:24][C:25]2[CH:30]=[CH:29][C:28]([C:31]([F:34])([F:33])[F:32])=[CH:27][CH:26]=2)=[O:22])=[CH:16][CH:15]=1.CC(O)=O.C(Cl)Cl. The catalyst is CCCCCCC.CCOC(C)=O.[Zn]. The product is [F:34][C:31]([F:32])([F:33])[C:28]1[CH:29]=[CH:30][C:25]([CH2:24][O:23][C:21]([CH2:20][C:17]2[CH:16]=[CH:15][C:14]([S:13][CH2:12][C:7]3[CH:8]=[CH:9][CH:10]=[CH:11][C:6]=3[C:5]([OH:35])=[O:4])=[CH:19][CH:18]=2)=[O:22])=[CH:26][CH:27]=1. The yield is 0.630.